From a dataset of Catalyst prediction with 721,799 reactions and 888 catalyst types from USPTO. Predict which catalyst facilitates the given reaction. (1) Reactant: Cl[C:2]1[C:11]2[C:6](=[CH:7][CH:8]=[C:9]([CH3:12])[CH:10]=2)[N:5]=[C:4]([N:13]2[CH2:19][C:18]3[CH:20]=[CH:21][CH:22]=[CH:23][C:17]=3[S:16](=[O:25])(=[O:24])[CH2:15][CH2:14]2)[CH:3]=1.C[S-:27].[Na+]. Product: [O:24]=[S:16]1(=[O:25])[C:17]2[CH:23]=[CH:22][CH:21]=[CH:20][C:18]=2[CH2:19][N:13]([C:4]2[CH:3]=[C:2]([SH:27])[C:11]3[C:6](=[CH:7][CH:8]=[C:9]([CH3:12])[CH:10]=3)[N:5]=2)[CH2:14][CH2:15]1. The catalyst class is: 9. (2) Reactant: N#N.[CH3:3][C:4]1([C:9]2[S:10][C:11]([CH2:14]O)=[CH:12][N:13]=2)[O:8][CH2:7][CH2:6][O:5]1.CCN(CC)CC.S([Cl:27])(C)(=O)=O. Product: [Cl:27][CH2:14][C:11]1[S:10][C:9]([C:4]2([CH3:3])[O:8][CH2:7][CH2:6][O:5]2)=[N:13][CH:12]=1. The catalyst class is: 64. (3) Reactant: Br[CH2:2][CH2:3][CH2:4][C:5]1[CH:10]=[CH:9][C:8]([CH2:11][CH2:12][C:13]2[N:14]=[C:15]([NH:18][C:19](=[O:21])[CH3:20])[S:16][CH:17]=2)=[CH:7][CH:6]=1.[C:22]1(=[O:32])[NH:26][C:25](=[O:27])[C:24]2=[CH:28][CH:29]=[CH:30][CH:31]=[C:23]12.[K].O. The catalyst class is: 3. Product: [O:27]=[C:25]1[C:24]2[C:23](=[CH:31][CH:30]=[CH:29][CH:28]=2)[C:22](=[O:32])[N:26]1[CH2:2][CH2:3][CH2:4][C:5]1[CH:10]=[CH:9][C:8]([CH2:11][CH2:12][C:13]2[N:14]=[C:15]([NH:18][C:19](=[O:21])[CH3:20])[S:16][CH:17]=2)=[CH:7][CH:6]=1. (4) Reactant: [N:1]([CH2:4][C@@H:5]1[O:9][C:8](=[O:10])[N:7]([C:11]2[CH:16]=[CH:15][C:14]([I:17])=[C:13]([F:18])[CH:12]=2)[CH2:6]1)=[N+]=[N-].C1C=CC(P(C2C=CC=CC=2)C2C=CC=CC=2)=CC=1.CC1C=CC(S(O)(=O)=O)=CC=1. Product: [NH2:1][CH2:4][C@@H:5]1[O:9][C:8](=[O:10])[N:7]([C:11]2[CH:16]=[CH:15][C:14]([I:17])=[C:13]([F:18])[CH:12]=2)[CH2:6]1. The catalyst class is: 1. (5) Reactant: [C:1]([NH:9][C@H:10]1[CH2:14][N:13](C(OC(C)(C)C)=O)[C@H:12]([C:22]([OH:24])=O)[CH2:11]1)(=[O:8])[C:2]1[CH:7]=[CH:6][CH:5]=[CH:4][CH:3]=1.[ClH:25].[C:26]([C@@H:28]1[CH2:32][CH2:31][CH2:30][NH:29]1)#[N:27]. Product: [ClH:25].[C:1]([NH:9][C@H:10]1[CH2:14][NH:13][C@H:12]([C:22]([N:29]2[CH2:30][CH2:31][CH2:32][C@H:28]2[C:26]#[N:27])=[O:24])[CH2:11]1)(=[O:8])[C:2]1[CH:3]=[CH:4][CH:5]=[CH:6][CH:7]=1. The catalyst class is: 3. (6) Reactant: FC(F)(F)C(O)=O.[CH2:8]([N:15]([CH2:24][C:25]1[CH:30]=[CH:29][CH:28]=[CH:27][CH:26]=1)[CH2:16][CH2:17][CH:18]1[CH2:23][CH2:22][NH:21][CH2:20][CH2:19]1)[C:9]1[CH:14]=[CH:13][CH:12]=[CH:11][CH:10]=1.Cl[C:32]1[CH:37]=[C:36]([CH3:38])[N:35]=[C:34]([CH3:39])[N:33]=1.C([O-])([O-])=O.[K+].[K+]. Product: [CH2:24]([N:15]([CH2:8][C:9]1[CH:10]=[CH:11][CH:12]=[CH:13][CH:14]=1)[CH2:16][CH2:17][CH:18]1[CH2:19][CH2:20][N:21]([C:32]2[CH:37]=[C:36]([CH3:38])[N:35]=[C:34]([CH3:39])[N:33]=2)[CH2:22][CH2:23]1)[C:25]1[CH:30]=[CH:29][CH:28]=[CH:27][CH:26]=1. The catalyst class is: 21. (7) Reactant: [C:1]1([C:7]2[C:8]([CH:16]=[CH2:17])=[C:9]([C:12]([O:14][CH3:15])=[O:13])[O:10][CH:11]=2)[CH:6]=[CH:5][CH:4]=[CH:3][CH:2]=1. Product: [CH2:16]([C:8]1[C:7]([C:1]2[CH:6]=[CH:5][CH:4]=[CH:3][CH:2]=2)=[CH:11][O:10][C:9]=1[C:12]([O:14][CH3:15])=[O:13])[CH3:17]. The catalyst class is: 349. (8) Reactant: [N:1]12[CH2:8][CH2:7][C:4]([C:9]([C:17]3[CH:22]=[CH:21][CH:20]=[CH:19][CH:18]=3)([C:11]3[CH:16]=[CH:15][CH:14]=[CH:13][CH:12]=3)[OH:10])([CH2:5][CH2:6]1)[CH2:3][CH2:2]2.[Br:23][CH2:24][CH2:25][CH2:26][O:27][C:28]1[CH:33]=[CH:32][C:31]([Br:34])=[CH:30][CH:29]=1. Product: [Br-:23].[Br:34][C:31]1[CH:32]=[CH:33][C:28]([O:27][CH2:26][CH2:25][CH2:24][N+:1]23[CH2:6][CH2:5][C:4]([C:9]([OH:10])([C:17]4[CH:22]=[CH:21][CH:20]=[CH:19][CH:18]=4)[C:11]4[CH:12]=[CH:13][CH:14]=[CH:15][CH:16]=4)([CH2:3][CH2:2]2)[CH2:7][CH2:8]3)=[CH:29][CH:30]=1. The catalyst class is: 23. (9) Reactant: C([O:8][C:9](=[O:38])[CH:10]([O:35][CH2:36][CH3:37])[CH2:11][C:12]1[CH:17]=[CH:16][C:15]([O:18][C:19](=[O:33])[CH2:20][C:21]2[N:22]=[C:23]([C:27]3[CH:32]=[CH:31][CH:30]=[CH:29][CH:28]=3)[O:24][C:25]=2[CH3:26])=[C:14]([CH3:34])[CH:13]=1)C1C=CC=CC=1.CO. Product: [CH2:36]([O:35][CH:10]([CH2:11][C:12]1[CH:17]=[CH:16][C:15]([O:18][C:19](=[O:33])[CH2:20][C:21]2[N:22]=[C:23]([C:27]3[CH:32]=[CH:31][CH:30]=[CH:29][CH:28]=3)[O:24][C:25]=2[CH3:26])=[C:14]([CH3:34])[CH:13]=1)[C:9]([OH:38])=[O:8])[CH3:37]. The catalyst class is: 25. (10) Reactant: [ClH:1].[OH:2][C@H:3]1[CH2:7][NH:6][C@H:5]([C:8]([NH:10][CH2:11][C:12]2[CH:17]=[CH:16][C:15]([C:18]3[S:22][CH:21]=[N:20][C:19]=3[CH3:23])=[CH:14][CH:13]=2)=[O:9])[CH2:4]1.C(OC([N:31]1[CH2:36][CH2:35][O:34][CH2:33][C@H:32]1[C:37](O)=[O:38])=O)(C)(C)C.CCN(C(C)C)C(C)C.CN(C(ON1N=NC2C=CC=NC1=2)=[N+](C)C)C.F[P-](F)(F)(F)(F)F.Cl.O1CCOCC1. Product: [ClH:1].[OH:2][C@H:3]1[CH2:7][N:6]([C:37]([C@@H:32]2[CH2:33][O:34][CH2:35][CH2:36][NH:31]2)=[O:38])[C@H:5]([C:8]([NH:10][CH2:11][C:12]2[CH:13]=[CH:14][C:15]([C:18]3[S:22][CH:21]=[N:20][C:19]=3[CH3:23])=[CH:16][CH:17]=2)=[O:9])[CH2:4]1. The catalyst class is: 3.